Task: Binary Classification. Given a drug SMILES string, predict its activity (active/inactive) in a high-throughput screening assay against a specified biological target.. Dataset: HIV replication inhibition screening data with 41,000+ compounds from the AIDS Antiviral Screen (1) The compound is O=C1CC(c2ccsc2)n2cccc21. The result is 0 (inactive). (2) The compound is O=C(O)N1CCc2c(sc3ccccc23)C1. The result is 0 (inactive). (3) The result is 0 (inactive). The drug is CCOC(=O)c1cc(C2CCN(Cc3ccccc3)C2=O)c(C(=O)C(=[N+]=[N-])C(C)=O)[nH]1.